Dataset: Catalyst prediction with 721,799 reactions and 888 catalyst types from USPTO. Task: Predict which catalyst facilitates the given reaction. (1) Reactant: Cl[CH2:2][C:3]([NH:5][C:6]1[CH:11]=[CH:10][CH:9]=[C:8]([C:12]2[CH:21]=[N:20][C:19]3[C:14](=[CH:15][CH:16]=[CH:17][CH:18]=3)[N:13]=2)[CH:7]=1)=[O:4].[C-:22]#[N:23].[Na+].O. Product: [C:22]([CH2:2][C:3]([NH:5][C:6]1[CH:11]=[CH:10][CH:9]=[C:8]([C:12]2[CH:21]=[N:20][C:19]3[C:14](=[CH:15][CH:16]=[CH:17][CH:18]=3)[N:13]=2)[CH:7]=1)=[O:4])#[N:23]. The catalyst class is: 14. (2) Reactant: [F:8][C:7]([F:10])([F:9])[C:6](O[C:6](=[O:11])[C:7]([F:10])([F:9])[F:8])=[O:11].[CH3:14][S:15][CH2:16][CH2:17][NH2:18].C(N(CC)CC)C.O. Product: [CH3:14][S:15][CH2:16][CH2:17][NH:18][C:6](=[O:11])[C:7]([F:8])([F:9])[F:10]. The catalyst class is: 4.